This data is from Full USPTO retrosynthesis dataset with 1.9M reactions from patents (1976-2016). The task is: Predict the reactants needed to synthesize the given product. (1) Given the product [Cl:1][C:2]1[CH:11]=[C:6]([C:7]([O:9][CH3:10])=[O:8])[C:5]([CH3:12])=[C:4]([CH:3]=1)[O:13][CH:19]1[CH2:24][CH2:23][N:22]([C:25]([O:27][C:28]([CH3:31])([CH3:30])[CH3:29])=[O:26])[CH2:21][CH2:20]1, predict the reactants needed to synthesize it. The reactants are: [Cl:1][C:2]1[CH:3]=[C:4]([OH:13])[C:5]([CH3:12])=[C:6]([CH:11]=1)[C:7]([O:9][CH3:10])=[O:8].CS(O[CH:19]1[CH2:24][CH2:23][N:22]([C:25]([O:27][C:28]([CH3:31])([CH3:30])[CH3:29])=[O:26])[CH2:21][CH2:20]1)(=O)=O.C(=O)([O-])[O-].[Cs+].[Cs+]. (2) Given the product [Cl:1][C:2]1[C:10]([C:11]#[N:12])=[CH:9][CH:8]=[C:7]2[C:3]=1[CH:4]=[C:5]([CH:17]([F:19])[F:18])[N:6]2[CH2:13][C:14]1[O:16][N:35]=[C:34]([C:36]2[CH:41]=[CH:40][CH:39]=[CH:38][N:37]=2)[N:33]=1, predict the reactants needed to synthesize it. The reactants are: [Cl:1][C:2]1[C:10]([C:11]#[N:12])=[CH:9][CH:8]=[C:7]2[C:3]=1[CH:4]=[C:5]([CH:17]([F:19])[F:18])[N:6]2[CH2:13][C:14]([OH:16])=O.CCN=C=NCCCN(C)C.Cl.O[NH:33][C:34]([C:36]1[CH:41]=[CH:40][CH:39]=[CH:38][N:37]=1)=[NH:35]. (3) The reactants are: F[P-](F)(F)(F)(F)F.N1(OC(N(C)C)=[N+](C)C)C2N=CC=CC=2N=N1.C([O:27][P:28]([CH2:33][S:34][CH2:35][CH:36]([NH2:62])[CH2:37][N:38]1[CH2:43][CH2:42][CH2:41][CH2:40][CH:39]1[C:44](=[O:61])[NH:45][CH:46]([C:58](=[O:60])[NH2:59])[CH2:47][C:48]1[CH:57]=[CH:56][C:55]2[C:50](=[CH:51][CH:52]=[CH:53][CH:54]=2)[CH:49]=1)(=[O:32])[O:29]CC)C.C1C=NC2N(O)N=NC=2C=1.CCN(C(C)C)C(C)C.N1C(C)=CC(C)=CC=1C.[C:91]([NH:94][CH:95]([CH2:99][C:100]1[C:101]2[CH:108]=[CH:107][CH:106]=[CH:105][C:102]=2[S:103][CH:104]=1)[C:96](O)=[O:97])(=[O:93])[CH3:92]. Given the product [C:91]([NH:94][CH:95]([CH2:99][C:100]1[C:101]2[CH:108]=[CH:107][CH:106]=[CH:105][C:102]=2[S:103][CH:104]=1)[C:96]([NH:62][CH:36]([CH2:37][N:38]1[CH2:43][CH2:42][CH2:41][CH2:40][CH:39]1[C:44](=[O:61])[NH:45][CH:46]([C:58](=[O:60])[NH2:59])[CH2:47][C:48]1[CH:57]=[CH:56][C:55]2[C:50](=[CH:51][CH:52]=[CH:53][CH:54]=2)[CH:49]=1)[CH2:35][S:34][CH2:33][P:28](=[O:32])([OH:29])[OH:27])=[O:97])(=[O:93])[CH3:92], predict the reactants needed to synthesize it. (4) Given the product [C:53]([NH:1][CH2:2][CH2:3][C:4]1[CH:9]=[CH:8][CH:7]=[CH:6][C:5]=1[C:10]1[CH:15]=[CH:14][C:13]([C@@H:16]2[C@@:21]([OH:36])([C:22]3[CH:23]=[CH:24][C:25]([CH2:28][O:29][CH2:30][C@@H:31]([CH3:35])[CH2:32][O:33][CH3:34])=[CH:26][CH:27]=3)[CH2:20][CH2:19][N:18]([C:37]([O:39][C:40]([CH3:43])([CH3:42])[CH3:41])=[O:38])[CH2:17]2)=[C:12]([CH3:44])[CH:11]=1)(=[O:54])[NH2:52], predict the reactants needed to synthesize it. The reactants are: [NH2:1][CH2:2][CH2:3][C:4]1[CH:9]=[CH:8][CH:7]=[CH:6][C:5]=1[C:10]1[CH:15]=[CH:14][C:13]([C@@H:16]2[C@@:21]([OH:36])([C:22]3[CH:27]=[CH:26][C:25]([CH2:28][O:29][CH2:30][C@@H:31]([CH3:35])[CH2:32][O:33][CH3:34])=[CH:24][CH:23]=3)[CH2:20][CH2:19][N:18]([C:37]([O:39][C:40]([CH3:43])([CH3:42])[CH3:41])=[O:38])[CH2:17]2)=[C:12]([CH3:44])[CH:11]=1.CCN(CC)CC.[N:52]([Si](C)(C)C)=[C:53]=[O:54]. (5) Given the product [NH2:17][C@H:16]([CH2:20][OH:19])[CH2:15][CH2:14][C:13]1[C:12]([F:30])=[CH:11][N:10]=[CH:9][C:8]=1[NH:7][C:5](=[O:6])[C@@H:4]([N:1]=[N+:2]=[N-:3])[C@@H:31]([C:35]1[CH:36]=[CH:37][C:38]([Cl:41])=[CH:39][CH:40]=1)[CH:32]([CH3:34])[CH3:33], predict the reactants needed to synthesize it. The reactants are: [N:1]([C@@H:4]([C@@H:31]([C:35]1[CH:40]=[CH:39][C:38]([Cl:41])=[CH:37][CH:36]=1)[CH:32]([CH3:34])[CH3:33])[C:5]([NH:7][C:8]1[CH:9]=[N:10][CH:11]=[C:12]([F:30])[C:13]=1[CH2:14][CH2:15][C@H:16]1[CH2:20][O:19]C(C)(C)[N:17]1C(OC(C)(C)C)=O)=[O:6])=[N+:2]=[N-:3].FC(F)(F)C(O)=O.O. (6) Given the product [F:19][C:20]1([F:26])[CH2:25][CH2:24][N:23]([CH2:2][C:3]2[CH:7]=[CH:6][N:5]([C:8]3[N:18]=[CH:17][CH:16]=[CH:15][C:9]=3[C:10]([O:12][CH2:13][CH3:14])=[O:11])[N:4]=2)[CH2:22][CH2:21]1, predict the reactants needed to synthesize it. The reactants are: Cl[CH2:2][C:3]1[CH:7]=[CH:6][N:5]([C:8]2[N:18]=[CH:17][CH:16]=[CH:15][C:9]=2[C:10]([O:12][CH2:13][CH3:14])=[O:11])[N:4]=1.[F:19][C:20]1([F:26])[CH2:25][CH2:24][NH:23][CH2:22][CH2:21]1.C([O-])([O-])=O.[K+].[K+]. (7) Given the product [BrH:17].[Br:17][CH2:11][C:4]1[C:5]2[C:10](=[CH:9][CH:8]=[CH:7][CH:6]=2)[CH:1]=[N:2][CH:3]=1, predict the reactants needed to synthesize it. The reactants are: [CH:1]1[C:10]2[C:5](=[CH:6][CH:7]=[CH:8][CH:9]=2)[C:4]([CH2:11]O)=[CH:3][N:2]=1.CC(O)=O.[BrH:17].